This data is from Full USPTO retrosynthesis dataset with 1.9M reactions from patents (1976-2016). The task is: Predict the reactants needed to synthesize the given product. (1) Given the product [C:1]([O:7][CH2:8][C:9]1[CH:14]=[CH:13][C:12]([N+:15]([O-:17])=[O:16])=[C:11]([O:18][S:26]([C:29]([F:32])([F:31])[F:30])(=[O:28])=[O:27])[CH:10]=1)(=[O:6])[C:2]([CH3:5])([CH3:4])[CH3:3], predict the reactants needed to synthesize it. The reactants are: [C:1]([O:7][CH2:8][C:9]1[CH:14]=[CH:13][C:12]([N+:15]([O-:17])=[O:16])=[C:11]([OH:18])[CH:10]=1)(=[O:6])[C:2]([CH3:5])([CH3:4])[CH3:3].C1C=CC(N([S:26]([C:29]([F:32])([F:31])[F:30])(=[O:28])=[O:27])[S:26]([C:29]([F:32])([F:31])[F:30])(=[O:28])=[O:27])=CC=1.C(N(CC)C(C)C)(C)C. (2) Given the product [C:1]([NH:4][C@@H:5]1[CH2:10][C@H:9]([N:11]([CH:12]([CH3:14])[CH3:13])[CH3:34])[CH2:8][CH2:7][C@@H:6]1[N:15]1[CH2:19][CH2:18][C@H:17]([NH:20][C:21](=[O:30])[O:22][CH2:23][C:24]2[CH:29]=[CH:28][CH:27]=[CH:26][CH:25]=2)[C:16]1=[O:31])(=[O:3])[CH3:2], predict the reactants needed to synthesize it. The reactants are: [C:1]([NH:4][C@@H:5]1[CH2:10][C@H:9]([NH:11][CH:12]([CH3:14])[CH3:13])[CH2:8][CH2:7][C@@H:6]1[N:15]1[CH2:19][CH2:18][C@H:17]([NH:20][C:21](=[O:30])[O:22][CH2:23][C:24]2[CH:29]=[CH:28][CH:27]=[CH:26][CH:25]=2)[C:16]1=[O:31])(=[O:3])[CH3:2].C=O.[CH2:34](N(CC)CC)C.C(O[BH-](OC(=O)C)OC(=O)C)(=O)C.[Na+]. (3) Given the product [CH2:1]([O:8][C:9]([NH:11][C@H:12]1[CH2:16][CH2:15][N:14]([C@H:17]2[CH2:22][CH2:21][C@@H:20]([N:23]([CH:25]([CH3:27])[CH3:26])[CH3:24])[CH2:19][C@H:18]2[C:28]([OH:30])=[O:29])[C:13]1=[O:33])=[O:10])[C:2]1[CH:7]=[CH:6][CH:5]=[CH:4][CH:3]=1, predict the reactants needed to synthesize it. The reactants are: [CH2:1]([O:8][C:9]([NH:11][C@H:12]1[CH2:16][CH2:15][N:14]([C@H:17]2[CH2:22][CH2:21][C@@H:20]([N:23]([CH:25]([CH3:27])[CH3:26])[CH3:24])[CH2:19][C@H:18]2[C:28]([O:30]CC)=[O:29])[C:13]1=[O:33])=[O:10])[C:2]1[CH:7]=[CH:6][CH:5]=[CH:4][CH:3]=1. (4) Given the product [S:21]1[C:17]([N:12]2[CH2:13][CH2:14][N:10]([C:5]3[CH:6]=[N:7][CH:8]=[CH:9][C:4]=3[CH:1]3[CH2:3][CH2:2]3)[C:11]2=[O:15])=[CH:18][C:19]2[CH:25]=[CH:24][CH:23]=[CH:22][C:20]1=2, predict the reactants needed to synthesize it. The reactants are: [CH:1]1([C:4]2[CH:9]=[CH:8][N:7]=[CH:6][C:5]=2[N:10]2[CH2:14][CH2:13][NH:12][C:11]2=[O:15])[CH2:3][CH2:2]1.Br[C:17]1[S:21][C:20]2[CH:22]=[CH:23][CH:24]=[CH:25][C:19]=2[CH:18]=1.CN[C@@H]1CCCC[C@H]1NC.P([O-])([O-])([O-])=O.[K+].[K+].[K+]. (5) Given the product [CH2:14]([C@H:13]1[N:8]([C:6]([O:5][C:2]([CH3:1])([CH3:3])[CH3:4])=[O:7])[CH2:9][C@@H:10]([C:16]([NH:19][C:20]2[CH:25]=[CH:24][CH:23]=[CH:22][CH:21]=2)=[O:18])[O:11][CH2:12]1)[CH3:15], predict the reactants needed to synthesize it. The reactants are: [CH3:1][C:2]([O:5][C:6]([N:8]1[C@H:13]([CH2:14][CH3:15])[CH2:12][O:11][C@H:10]([C:16]([OH:18])=O)[CH2:9]1)=[O:7])([CH3:4])[CH3:3].[NH2:19][C:20]1[CH:25]=[CH:24][CH:23]=[CH:22][CH:21]=1.C1C=NC2N(O)N=NC=2C=1.C(Cl)CCl. (6) Given the product [CH2:13]([N:10]1[CH2:11][CH2:12][C:7]2([N:20]3[N:21]=[C:22]([C:28]4[CH:33]=[CH:32][C:31]([O:34][C:35]5[CH:40]=[CH:39][CH:38]=[CH:37][CH:36]=5)=[CH:30][CH:29]=4)[C:23]([C:26]#[N:27])=[C:24]3[NH:25][CH2:6]2)[CH2:8][CH2:9]1)[C:14]1[CH:15]=[CH:16][CH:17]=[CH:18][CH:19]=1, predict the reactants needed to synthesize it. The reactants are: CS(O[CH2:6][C:7]1([N:20]2[C:24]([NH2:25])=[C:23]([C:26]#[N:27])[C:22]([C:28]3[CH:33]=[CH:32][C:31]([O:34][C:35]4[CH:40]=[CH:39][CH:38]=[CH:37][CH:36]=4)=[CH:30][CH:29]=3)=[N:21]2)[CH2:12][CH2:11][N:10]([CH2:13][C:14]2[CH:19]=[CH:18][CH:17]=[CH:16][CH:15]=2)[CH2:9][CH2:8]1)(=O)=O.C([O-])([O-])=O.[Cs+].[Cs+].